This data is from Full USPTO retrosynthesis dataset with 1.9M reactions from patents (1976-2016). The task is: Predict the reactants needed to synthesize the given product. (1) Given the product [CH2:12]([N:9]1[CH2:10][CH2:11][CH:6]([C:4]([OH:5])=[O:3])[CH:7]([C:19]2[CH:23]=[CH:22][S:21][CH:20]=2)[CH2:8]1)[C:13]1[CH:18]=[CH:17][CH:16]=[CH:15][CH:14]=1, predict the reactants needed to synthesize it. The reactants are: C([O:3][C:4]([CH:6]1[CH2:11][CH2:10][N:9]([CH2:12][C:13]2[CH:18]=[CH:17][CH:16]=[CH:15][CH:14]=2)[CH2:8][CH:7]1[C:19]1[CH:23]=[CH:22][S:21][CH:20]=1)=[O:5])C.Cl. (2) Given the product [NH:8]1[CH2:13][CH2:12][CH:11]([O:14][C:15](=[O:16])[NH:17][C:18]2[CH:23]=[CH:22][C:21]([F:24])=[CH:20][C:19]=2[C:25]2[CH:30]=[CH:29][C:28]([O:31][CH2:32][C:33]3[CH:34]=[CH:35][CH:36]=[CH:37][CH:38]=3)=[C:27]([Cl:39])[CH:26]=2)[CH2:10][CH2:9]1, predict the reactants needed to synthesize it. The reactants are: C(OC([N:8]1[CH2:13][CH2:12][CH:11]([O:14][C:15]([NH:17][C:18]2[CH:23]=[CH:22][C:21]([F:24])=[CH:20][C:19]=2[C:25]2[CH:30]=[CH:29][C:28]([O:31][CH2:32][C:33]3[CH:38]=[CH:37][CH:36]=[CH:35][CH:34]=3)=[C:27]([Cl:39])[CH:26]=2)=[O:16])[CH2:10][CH2:9]1)=O)(C)(C)C.Cl. (3) Given the product [C:32]([C:33]1[N:22]=[C:15]([CH2:10][NH:2][C:3](=[O:9])[O:4][C:5]([CH3:8])([CH3:7])[CH3:6])[CH:14]=[CH:13][CH:12]=1)#[N:29], predict the reactants needed to synthesize it. The reactants are: C[N+:2]([O-])([C:10]1[CH:15]=[CH:14][CH:13]=[CH:12]N=1)[C:3](=[O:9])[O:4][C:5]([CH3:8])([CH3:7])[CH3:6].C[Si](C#[N:22])(C)C.CN(C)C(Cl)=O.[N+:29]([CH2:32][CH3:33])([O-])=O. (4) Given the product [CH2:1]([O:4][N:5]1[C:27](=[O:30])[N:10]2[CH2:11][C@H:6]1[C:7]([CH:15]([CH3:17])[CH3:16])=[CH:8][C@H:9]2[C:12]([NH2:14])=[O:13])[CH:2]=[CH2:3], predict the reactants needed to synthesize it. The reactants are: [CH2:1]([O:4][NH:5][C@H:6]1[CH2:11][NH:10][C@H:9]([C:12]([NH2:14])=[O:13])[CH:8]=[C:7]1[CH:15]([CH3:17])[CH3:16])[CH:2]=[CH2:3].C(N(CC)C(C)C)(C)C.[CH2:27]([O:30]N1C(=O)N2C[C@H]1C(C)=C[C@H]2C(N)=O)C=C. (5) Given the product [CH3:1][C:2]1[CH:7]=[C:6]([NH:8][C:9]([C:11]2[C:16]([NH:26][C:22]3[CH:23]=[N:24][CH:25]=[C:20]([Cl:19])[CH:21]=3)=[N:15][CH:14]=[C:13]([CH3:18])[N:12]=2)=[O:10])[CH:5]=[CH:4][N:3]=1, predict the reactants needed to synthesize it. The reactants are: [CH3:1][C:2]1[CH:7]=[C:6]([NH:8][C:9]([C:11]2[C:16](Br)=[N:15][CH:14]=[C:13]([CH3:18])[N:12]=2)=[O:10])[CH:5]=[CH:4][N:3]=1.[Cl:19][C:20]1[CH:21]=[C:22]([NH2:26])[CH:23]=[N:24][CH:25]=1. (6) Given the product [CH3:10][O:11][C:12]([C:14]1[C:19]([C:9]#[C:8][C:3]2[CH:4]=[CH:5][CH:6]=[CH:7][C:2]=2[Cl:1])=[CH:18][N:17]=[C:16]([S:21][CH3:22])[N:15]=1)=[O:13], predict the reactants needed to synthesize it. The reactants are: [Cl:1][C:2]1[CH:7]=[CH:6][CH:5]=[CH:4][C:3]=1[C:8]#[CH:9].[CH3:10][O:11][C:12]([C:14]1[C:19](Br)=[CH:18][N:17]=[C:16]([S:21][CH3:22])[N:15]=1)=[O:13].C(N(CC)CC)C.C1(P(C2C=CC=CC=2)C2C=CC=CC=2)C=CC=CC=1.